From a dataset of Forward reaction prediction with 1.9M reactions from USPTO patents (1976-2016). Predict the product of the given reaction. (1) Given the reactants [Cl:1][C:2]1[C:3]([CH3:31])=[C:4]([NH:10][C@H:11]([C@@H:28]([OH:30])[CH3:29])[C:12]([NH:14][NH:15][C:16](=O)[C:17]2[CH:22]=[CH:21][C:20]([S:23]([CH3:26])(=[O:25])=[O:24])=[CH:19][CH:18]=2)=[O:13])[CH:5]=[CH:6][C:7]=1[C:8]#[N:9].S(Cl)(C1C=CC(C)=CC=1)(=O)=O.C(N=P1(N(CC)CC)N(C)CCCN1C)(C)(C)C, predict the reaction product. The product is: [Cl:1][C:2]1[C:3]([CH3:31])=[C:4]([NH:10][C@@H:11]([C:12]2[O:13][C:16]([C:17]3[CH:18]=[CH:19][C:20]([S:23]([CH3:26])(=[O:24])=[O:25])=[CH:21][CH:22]=3)=[N:15][N:14]=2)[C@@H:28]([OH:30])[CH3:29])[CH:5]=[CH:6][C:7]=1[C:8]#[N:9]. (2) Given the reactants [C:1]([C:3]1([NH:6][C:7]([C@@H:9]2[CH2:13][C@@H:12]([S:14][C:15]3[CH:20]=[CH:19][CH:18]=[CH:17][C:16]=3[O:21][CH3:22])[CH2:11][N:10]2C(OC(C)(C)C)=O)=[O:8])[CH2:5][CH2:4]1)#[N:2], predict the reaction product. The product is: [C:1]([C:3]1([NH:6][C:7]([C@@H:9]2[CH2:13][C@@H:12]([S:14][C:15]3[CH:20]=[CH:19][CH:18]=[CH:17][C:16]=3[O:21][CH3:22])[CH2:11][NH:10]2)=[O:8])[CH2:5][CH2:4]1)#[N:2]. (3) Given the reactants [CH2:1]([N:8]1[C@@H:13]2[CH:14]([C:16]([O:18][C:19]([CH3:22])([CH3:21])[CH3:20])=[O:17])[CH2:15][C@@:9]1([C:24]1[CH:29]=[CH:28][CH:27]=[CH:26][CH:25]=1)[C:10](=[O:23])[CH:11]=[CH:12]2)[C:2]1[CH:7]=[CH:6][CH:5]=[CH:4][CH:3]=1.C(OCC)(=O)C.CO, predict the reaction product. The product is: [CH2:1]([N:8]1[C@@H:13]2[CH:14]([C:16]([O:18][C:19]([CH3:22])([CH3:21])[CH3:20])=[O:17])[CH2:15][C@@:9]1([C:24]1[CH:25]=[CH:26][CH:27]=[CH:28][CH:29]=1)[C:10](=[O:23])[CH2:11][CH2:12]2)[C:2]1[CH:3]=[CH:4][CH:5]=[CH:6][CH:7]=1. (4) Given the reactants [CH3:1][O:2][C:3](=[O:15])[C:4]([C:7]1[CH:12]=[CH:11][C:10]([CH:13]=[O:14])=[CH:9][CH:8]=1)([CH3:6])[CH3:5].CC(=CC)C.Cl([O-])=[O:22].[Na+].P([O-])(O)(O)=O.[Na+].Cl, predict the reaction product. The product is: [CH3:1][O:2][C:3]([C:4]([C:7]1[CH:8]=[CH:9][C:10]([C:13]([OH:22])=[O:14])=[CH:11][CH:12]=1)([CH3:6])[CH3:5])=[O:15]. (5) Given the reactants [CH2:1]([O:13][C:14]1[CH:21]=[CH:20][C:17]([CH2:18][Cl:19])=[CH:16][CH:15]=1)[CH2:2][CH2:3][CH2:4][CH2:5][CH2:6][CH2:7][CH2:8][CH2:9][CH2:10]CC.S(Cl)(Cl)=O.C(OC1C=CC(CO)=CC=1)CCCCCCCCC, predict the reaction product. The product is: [CH2:1]([O:13][C:14]1[CH:21]=[CH:20][C:17]([CH2:18][Cl:19])=[CH:16][CH:15]=1)[CH2:2][CH2:3][CH2:4][CH2:5][CH2:6][CH2:7][CH2:8][CH2:9][CH3:10]. (6) The product is: [CH3:39][O:40][C:41]1[CH:42]=[C:43]([C:44]([N:35]2[CH2:36][CH2:37][CH2:38][CH:33]([C:30]3[CH:29]=[CH:28][C:27]([CH3:26])=[CH:32][CH:31]=3)[CH2:34]2)=[O:45])[CH:47]=[CH:48][N:49]=1. Given the reactants FC1C=CC=CC=1C1CCCN(C(C2C=CN=C(N(C)C)C=2)=O)C1.Cl.[CH3:26][C:27]1[CH:32]=[CH:31][C:30]([CH:33]2[CH2:38][CH2:37][CH2:36][NH:35][CH2:34]2)=[CH:29][CH:28]=1.[CH3:39][O:40][C:41]1[CH:42]=[C:43]([CH:47]=[CH:48][N:49]=1)[C:44](O)=[O:45], predict the reaction product. (7) Given the reactants [CH2:1](O)[CH2:2][CH2:3][CH2:4][CH2:5][CH2:6][CH2:7][CH2:8][CH2:9][CH2:10][CH2:11][CH2:12][CH2:13][CH2:14][CH2:15][CH2:16][CH2:17][CH3:18].[ClH:20], predict the reaction product. The product is: [CH2:1]([Cl:20])[CH2:2][CH2:3][CH2:4][CH2:5][CH2:6][CH2:7][CH2:8][CH2:9][CH2:10][CH2:11][CH2:12][CH2:13][CH2:14][CH2:15][CH2:16][CH2:17][CH3:18]. (8) Given the reactants [CH3:1][C:2]1[CH:7]=[C:6]([O:8][CH2:9][C:10](O)=[O:11])[C:5]([CH3:13])=[CH:4][C:3]=1[C:14]1[C:19]([CH3:20])=[CH:18][C:17]([CH3:21])=[CH:16][C:15]=1[CH3:22].Cl.[NH2:24][CH2:25][CH2:26][CH2:27][CH2:28][CH2:29][CH2:30][CH2:31][CH2:32][CH2:33][CH2:34][C:35]([O:37][CH3:38])=[O:36].CN(C(ON1N=NC2C=CC=CC1=2)=[N+](C)C)C.F[P-](F)(F)(F)(F)F, predict the reaction product. The product is: [CH3:1][C:2]1[CH:7]=[C:6]([O:8][CH2:9][C:10]([NH:24][CH2:25][CH2:26][CH2:27][CH2:28][CH2:29][CH2:30][CH2:31][CH2:32][CH2:33][CH2:34][C:35]([O:37][CH3:38])=[O:36])=[O:11])[C:5]([CH3:13])=[CH:4][C:3]=1[C:14]1[C:19]([CH3:20])=[CH:18][C:17]([CH3:21])=[CH:16][C:15]=1[CH3:22]. (9) Given the reactants [CH:1]1([C@:4]2([C:27]#[N:28])[CH2:8][CH2:7][N:6]([C:9]3[CH:14]=[CH:13][N:12]=[C:11]([NH:15][C:16]4[CH:17]=[N:18][N:19]([C:21]([CH3:25])([CH3:24])[CH2:22][OH:23])[CH:20]=4)[N:10]=3)[C:5]2=[O:26])[CH2:3][CH2:2]1.[BH4-].[Na+].C(=O)([O-])O.[Na+], predict the reaction product. The product is: [NH2:28][CH2:27][C@@:4]1([CH:1]2[CH2:3][CH2:2]2)[CH2:8][CH2:7][N:6]([C:9]2[CH:14]=[CH:13][N:12]=[C:11]([NH:15][C:16]3[CH:17]=[N:18][N:19]([C:21]([CH3:25])([CH3:24])[CH2:22][OH:23])[CH:20]=3)[N:10]=2)[C:5]1=[O:26].